This data is from NCI-60 drug combinations with 297,098 pairs across 59 cell lines. The task is: Regression. Given two drug SMILES strings and cell line genomic features, predict the synergy score measuring deviation from expected non-interaction effect. (1) Synergy scores: CSS=5.52, Synergy_ZIP=5.03, Synergy_Bliss=5.90, Synergy_Loewe=9.36, Synergy_HSA=6.17. Cell line: SF-539. Drug 2: C1CC(=O)NC(=O)C1N2C(=O)C3=CC=CC=C3C2=O. Drug 1: CC1C(C(CC(O1)OC2CC(CC3=C2C(=C4C(=C3O)C(=O)C5=C(C4=O)C(=CC=C5)OC)O)(C(=O)CO)O)N)O.Cl. (2) Drug 2: CC1=C(N=C(N=C1N)C(CC(=O)N)NCC(C(=O)N)N)C(=O)NC(C(C2=CN=CN2)OC3C(C(C(C(O3)CO)O)O)OC4C(C(C(C(O4)CO)O)OC(=O)N)O)C(=O)NC(C)C(C(C)C(=O)NC(C(C)O)C(=O)NCCC5=NC(=CS5)C6=NC(=CS6)C(=O)NCCC[S+](C)C)O. Drug 1: C1CN1P(=S)(N2CC2)N3CC3. Synergy scores: CSS=7.84, Synergy_ZIP=-2.91, Synergy_Bliss=0.530, Synergy_Loewe=0.978, Synergy_HSA=1.30. Cell line: UACC-257. (3) Drug 1: CC1C(C(=O)NC(C(=O)N2CCCC2C(=O)N(CC(=O)N(C(C(=O)O1)C(C)C)C)C)C(C)C)NC(=O)C3=C4C(=C(C=C3)C)OC5=C(C(=O)C(=C(C5=N4)C(=O)NC6C(OC(=O)C(N(C(=O)CN(C(=O)C7CCCN7C(=O)C(NC6=O)C(C)C)C)C)C(C)C)C)N)C. Synergy scores: CSS=28.8, Synergy_ZIP=-2.06, Synergy_Bliss=1.82, Synergy_Loewe=-3.36, Synergy_HSA=-0.969. Drug 2: C1=NC2=C(N1)C(=S)N=CN2. Cell line: HCC-2998. (4) Drug 1: C1=CC(=CC=C1C#N)C(C2=CC=C(C=C2)C#N)N3C=NC=N3. Drug 2: CC(C)CN1C=NC2=C1C3=CC=CC=C3N=C2N. Cell line: MOLT-4. Synergy scores: CSS=9.02, Synergy_ZIP=2.36, Synergy_Bliss=1.62, Synergy_Loewe=3.67, Synergy_HSA=1.64. (5) Drug 1: CN(C)C1=NC(=NC(=N1)N(C)C)N(C)C. Drug 2: CC(C)(C#N)C1=CC(=CC(=C1)CN2C=NC=N2)C(C)(C)C#N. Synergy scores: CSS=-4.40, Synergy_ZIP=0.506, Synergy_Bliss=-3.74, Synergy_Loewe=-7.50, Synergy_HSA=-6.02. Cell line: NCI-H322M. (6) Drug 1: CS(=O)(=O)OCCCCOS(=O)(=O)C. Drug 2: C1CNP(=O)(OC1)N(CCCl)CCCl. Cell line: NCI-H322M. Synergy scores: CSS=-4.04, Synergy_ZIP=3.88, Synergy_Bliss=2.01, Synergy_Loewe=-1.06, Synergy_HSA=-3.67. (7) Drug 1: C1=NC2=C(N1)C(=S)N=C(N2)N. Drug 2: CC1=C(C=C(C=C1)C(=O)NC2=CC(=CC(=C2)C(F)(F)F)N3C=C(N=C3)C)NC4=NC=CC(=N4)C5=CN=CC=C5. Cell line: MOLT-4. Synergy scores: CSS=33.0, Synergy_ZIP=-4.63, Synergy_Bliss=-8.65, Synergy_Loewe=-20.3, Synergy_HSA=-11.7. (8) Drug 1: C1=CC(=C2C(=C1NCCNCCO)C(=O)C3=C(C=CC(=C3C2=O)O)O)NCCNCCO. Drug 2: C1=C(C(=O)NC(=O)N1)N(CCCl)CCCl. Cell line: NCI-H322M. Synergy scores: CSS=13.6, Synergy_ZIP=-0.711, Synergy_Bliss=-8.21, Synergy_Loewe=-74.0, Synergy_HSA=-9.56.